From a dataset of Reaction yield outcomes from USPTO patents with 853,638 reactions. Predict the reaction yield, written as a fraction of the theoretical maximum amount of product (1.0 means a 100% yield; for example, 0.34 means a 34% yield). (1) The reactants are C1COCC1.I[C:7]1[CH:12]=[CH:11][C:10]([N+:13]([O-:15])=[O:14])=[CH:9][CH:8]=1.[C:16]([O:20][C:21](=[O:27])[NH:22][CH2:23][CH2:24][C:25]#[CH:26])([CH3:19])([CH3:18])[CH3:17]. The catalyst is [Cu]I.C(N(CC)CC)C. The product is [C:16]([O:20][C:21](=[O:27])[NH:22][CH2:23][CH2:24][C:25]#[C:26][C:7]1[CH:12]=[CH:11][C:10]([N+:13]([O-:15])=[O:14])=[CH:9][CH:8]=1)([CH3:19])([CH3:18])[CH3:17]. The yield is 0.890. (2) The reactants are [F:1][C:2]1[C:3]2[CH:4]=[C:5]3[C:14]4[N:15]=[C:16]([C:19]5[C:20]([N:39]([CH3:44])[S:40]([CH3:43])(=[O:42])=[O:41])=[CH:21][C:22]6[O:26][C:25]([C:27]7[CH:32]=[CH:31][C:30]([F:33])=[CH:29][CH:28]=7)=[C:24]([C:34]([NH:36][NH2:37])=[O:35])[C:23]=6[CH:38]=5)[CH:17]=[CH:18][C:13]=4[O:12][CH2:11][N:6]3[C:7]=2[CH:8]=[CH:9][CH:10]=1.[CH3:45]CN(CC)CC.C(=N)OCC. The catalyst is CC#N. The product is [F:1][C:2]1[C:3]2[CH:4]=[C:5]3[C:14]4[N:15]=[C:16]([C:19]5[C:20]([N:39]([CH3:44])[S:40]([CH3:43])(=[O:42])=[O:41])=[CH:21][C:22]6[O:26][C:25]([C:27]7[CH:32]=[CH:31][C:30]([F:33])=[CH:29][CH:28]=7)=[C:24]([C:34]7[O:35][CH:45]=[N:37][N:36]=7)[C:23]=6[CH:38]=5)[CH:17]=[CH:18][C:13]=4[O:12][CH2:11][N:6]3[C:7]=2[CH:8]=[CH:9][CH:10]=1. The yield is 0.400. (3) The yield is 0.420. The reactants are C[Si]([N-][Si](C)(C)C)(C)C.[N:10]1([CH2:16][C:17]2[CH:22]=[CH:21][C:20]([C:23]3[CH:24]=[C:25]([C:30]4[CH:35]=[CH:34][N:33]=[CH:32][C:31]=4[NH2:36])[C:26](F)=[N:27][CH:28]=3)=[CH:19][CH:18]=2)[CH2:15][CH2:14][CH2:13][CH2:12][CH2:11]1.O. The catalyst is C1COCC1. The product is [N:10]1([CH2:16][C:17]2[CH:22]=[CH:21][C:20]([C:23]3[CH:28]=[N:27][C:26]4[NH:36][C:31]5[CH:32]=[N:33][CH:34]=[CH:35][C:30]=5[C:25]=4[CH:24]=3)=[CH:19][CH:18]=2)[CH2:15][CH2:14][CH2:13][CH2:12][CH2:11]1. (4) The reactants are C[O:2][C:3](=[O:11])[C:4]1[C:9]([CH3:10])=[CH:8][CH:7]=[N:6][CH:5]=1.[OH-].[Na+]. The catalyst is O1CCOCC1. The product is [CH3:10][C:9]1[C:4]([C:3]([OH:11])=[O:2])=[CH:5][N:6]=[CH:7][CH:8]=1. The yield is 0.584. (5) The reactants are Br[CH2:2][CH2:3][N:4]1[C:8](=[O:9])[C:7]2=[CH:10][CH:11]=[CH:12][CH:13]=[C:6]2[C:5]1=[O:14].[CH2:15]([N:22]1[CH2:27][CH2:26][NH:25][CH2:24][CH2:23]1)[C:16]1[CH:21]=[CH:20][CH:19]=[CH:18][CH:17]=1.C(N(C(C)C)CC)(C)C. The catalyst is C(#N)C. The product is [CH2:15]([N:22]1[CH2:27][CH2:26][N:25]([CH2:2][CH2:3][N:4]2[C:8](=[O:9])[C:7]3[C:6](=[CH:13][CH:12]=[CH:11][CH:10]=3)[C:5]2=[O:14])[CH2:24][CH2:23]1)[C:16]1[CH:17]=[CH:18][CH:19]=[CH:20][CH:21]=1. The yield is 0.980. (6) The reactants are N[C@H:2]1[CH2:11][CH2:10][C:9]2[C:8]([NH:12][S:13]([C:16]3[C:17]([C:22]4[CH:27]=[CH:26][C:25]([Cl:28])=[CH:24][CH:23]=4)=[CH:18][CH:19]=[CH:20][CH:21]=3)(=[O:15])=[O:14])=[CH:7][CH:6]=[C:5]([O:29][CH3:30])[C:4]=2[CH2:3]1.C=O.[C:33]([BH3-])#[N:34].[Na+].[C:37](=O)([O-])O.[Na+]. The catalyst is CO.C(O)(=O)C. The product is [Cl:28][C:25]1[CH:24]=[CH:23][C:22]([C:17]2[C:16]([S:13]([NH:12][C:8]3[C:9]4[CH2:10][CH2:11][C@H:2]([N:34]([CH3:33])[CH3:37])[CH2:3][C:4]=4[C:5]([O:29][CH3:30])=[CH:6][CH:7]=3)(=[O:14])=[O:15])=[CH:21][CH:20]=[CH:19][CH:18]=2)=[CH:27][CH:26]=1. The yield is 0.850. (7) The reactants are [CH2:1]([N:8]1[CH2:13][CH2:12][C:11](=O)[CH2:10][CH2:9]1)[C:2]1[CH:7]=[CH:6][CH:5]=[CH:4][CH:3]=1.[Cl:15][C:16]1[CH:21]=[CH:20][C:19]([NH2:22])=[CH:18][CH:17]=1.C[Si]([C:27]#[N:28])(C)C.[OH-].[NH4+]. The catalyst is C(O)(=O)C.O. The product is [CH2:1]([N:8]1[CH2:13][CH2:12][C:11]([NH:22][C:19]2[CH:20]=[CH:21][C:16]([Cl:15])=[CH:17][CH:18]=2)([C:27]#[N:28])[CH2:10][CH2:9]1)[C:2]1[CH:7]=[CH:6][CH:5]=[CH:4][CH:3]=1. The yield is 0.810.